Dataset: Forward reaction prediction with 1.9M reactions from USPTO patents (1976-2016). Task: Predict the product of the given reaction. (1) The product is: [Br:20][C:17]1[CH:18]=[CH:19][C:14]([CH:8]([C:5]2[CH:4]=[CH:3][C:2]([Br:1])=[CH:7][CH:6]=2)[S:9][CH2:10][C:11]([NH:25][CH2:24][CH:21]2[CH2:23][CH2:22]2)=[O:13])=[CH:15][CH:16]=1. Given the reactants [Br:1][C:2]1[CH:7]=[CH:6][C:5]([CH:8]([C:14]2[CH:19]=[CH:18][C:17]([Br:20])=[CH:16][CH:15]=2)[S:9][CH2:10][C:11]([OH:13])=O)=[CH:4][CH:3]=1.[CH:21]1([CH2:24][NH2:25])[CH2:23][CH2:22]1, predict the reaction product. (2) Given the reactants [C:1]([NH:4][C:5]1[CH:21]=[CH:20][C:8]([O:9][CH2:10][CH2:11][C:12]([CH3:19])([CH3:18])[C:13]([O:15][CH2:16][CH3:17])=[O:14])=[CH:7][C:6]=1[N+:22]([O-])=O)(=[O:3])[CH3:2].[H][H], predict the reaction product. The product is: [C:1]([NH:4][C:5]1[CH:21]=[CH:20][C:8]([O:9][CH2:10][CH2:11][C:12]([CH3:18])([CH3:19])[C:13]([O:15][CH2:16][CH3:17])=[O:14])=[CH:7][C:6]=1[NH2:22])(=[O:3])[CH3:2]. (3) Given the reactants [OH:1][C:2]1[CH:3]=[C:4]([CH:9]=[C:10]([OH:12])[CH:11]=1)[C:5]([O:7][CH3:8])=[O:6].[H-].[Na+].[N+:15]([C:18]1[CH:23]=[C:22]([S:24]([C:27]([F:30])([F:29])[F:28])(=[O:26])=[O:25])[CH:21]=[CH:20][C:19]=1Cl)([O-:17])=[O:16], predict the reaction product. The product is: [CH3:8][O:7][C:5](=[O:6])[C:4]1[CH:3]=[C:2]([O:1][C:19]2[CH:20]=[CH:21][C:22]([S:24]([C:27]([F:30])([F:29])[F:28])(=[O:26])=[O:25])=[CH:23][C:18]=2[N+:15]([O-:17])=[O:16])[CH:11]=[C:10]([O:12][C:19]2[CH:20]=[CH:21][C:22]([S:24]([C:27]([F:29])([F:30])[F:28])(=[O:26])=[O:25])=[CH:23][C:18]=2[N+:15]([O-:17])=[O:16])[CH:9]=1. (4) Given the reactants C[O:2][C:3](=[O:22])[C:4]1[CH:9]=[CH:8][C:7]([NH:10][CH2:11][C:12]2[C:13]([CH2:18][CH2:19][CH2:20][CH3:21])=[N:14][O:15][C:16]=2[CH3:17])=[N:6][CH:5]=1.O.[OH-].[Li+].Cl, predict the reaction product. The product is: [CH2:18]([C:13]1[C:12]([CH2:11][NH:10][C:7]2[CH:8]=[CH:9][C:4]([C:3]([OH:22])=[O:2])=[CH:5][N:6]=2)=[C:16]([CH3:17])[O:15][N:14]=1)[CH2:19][CH2:20][CH3:21]. (5) Given the reactants [NH2:1][C:2]1[N:7]=[C:6]([C:8]2[S:12][C:11]([NH:13][C:14](=[O:16])[CH3:15])=[N:10][CH:9]=2)[CH:5]=[CH:4][CH:3]=1.[CH3:17][S:18](Cl)(=[O:20])=[O:19], predict the reaction product. The product is: [CH3:17][S:18]([NH:1][C:2]1[N:7]=[C:6]([C:8]2[S:12][C:11]([NH:13][C:14](=[O:16])[CH3:15])=[N:10][CH:9]=2)[CH:5]=[CH:4][CH:3]=1)(=[O:20])=[O:19]. (6) The product is: [CH3:1][O:2][C:3]1[CH:4]=[CH:5][C:6]([CH2:7][N:8]2[CH:12]=[C:11]([C:13]3[CH:18]=[CH:17][CH:16]=[CH:15][CH:14]=3)[N:10]=[C:9]2[CH2:19][O:20][Si:32]([C:35]([CH3:38])([CH3:37])[CH3:36])([CH3:34])[CH3:33])=[CH:21][CH:22]=1. Given the reactants [CH3:1][O:2][C:3]1[CH:22]=[CH:21][C:6]([CH2:7][N:8]2[CH:12]=[C:11]([C:13]3[CH:18]=[CH:17][CH:16]=[CH:15][CH:14]=3)[N:10]=[C:9]2[CH2:19][OH:20])=[CH:5][CH:4]=1.C(N(CC)C(C)C)(C)C.[Si:32](Cl)([C:35]([CH3:38])([CH3:37])[CH3:36])([CH3:34])[CH3:33], predict the reaction product. (7) Given the reactants [CH3:1][O:2][C:3]([C:5]1[S:6][C:7]([C:33]#[C:34][C:35]([CH3:38])([CH3:37])[CH3:36])=[CH:8][C:9]=1[N:10]([C:24]([C@H:26]1[CH2:31][CH2:30][C@H:29]([CH3:32])[CH2:28][CH2:27]1)=[O:25])[CH:11]1[CH2:16][CH2:15][N:14](C(OC(C)(C)C)=O)[CH2:13][CH2:12]1)=[O:4].FC(F)(F)C(O)=O, predict the reaction product. The product is: [CH3:1][O:2][C:3]([C:5]1[S:6][C:7]([C:33]#[C:34][C:35]([CH3:36])([CH3:38])[CH3:37])=[CH:8][C:9]=1[N:10]([C:24]([C@H:26]1[CH2:27][CH2:28][C@H:29]([CH3:32])[CH2:30][CH2:31]1)=[O:25])[CH:11]1[CH2:12][CH2:13][NH:14][CH2:15][CH2:16]1)=[O:4].